From a dataset of Forward reaction prediction with 1.9M reactions from USPTO patents (1976-2016). Predict the product of the given reaction. (1) Given the reactants [C:1]([CH2:3][CH2:4][O:5][C:6](=[O:23])[C:7](=[CH:13][C:14]1[CH:19]=[CH:18][C:17]([N+:20]([O-:22])=[O:21])=[CH:16][CH:15]=1)[C:8](=O)[CH2:9][CH2:10][CH3:11])#[N:2].[NH2:24][C:25]([CH2:37][CH2:38][CH3:39])=[CH:26][C:27]([O:29][CH2:30][C:31]1[CH:36]=[CH:35][CH:34]=[CH:33][CH:32]=1)=[O:28], predict the reaction product. The product is: [CH2:30]([O:29][C:27]([C:26]1[CH:13]([C:14]2[CH:19]=[CH:18][C:17]([N+:20]([O-:22])=[O:21])=[CH:16][CH:15]=2)[C:7]([C:6]([O:5][CH2:4][CH2:3][C:1]#[N:2])=[O:23])=[C:8]([CH2:9][CH2:10][CH3:11])[NH:24][C:25]=1[CH2:37][CH2:38][CH3:39])=[O:28])[C:31]1[CH:36]=[CH:35][CH:34]=[CH:33][CH:32]=1. (2) Given the reactants Cl.Cl.[CH3:3][C:4]1[C:9]([CH3:10])=[C:8]([NH2:11])[CH:7]=[CH:6][C:5]=1[NH2:12].Br.[CH2:14]([N:16]1[C:21]2[CH:22]=[C:23]([OH:26])[CH:24]=[CH:25][C:20]=2[O:19][CH2:18][CH2:17]1)[CH3:15].[OH:27]O, predict the reaction product. The product is: [NH2:11][C:8]1[CH:7]=[CH:6][C:5]([NH:12][C:24]2[C:23](=[O:26])[CH:22]=[C:21]([N:16]([CH2:17][CH2:18][OH:27])[CH2:14][CH3:15])[C:20](=[O:19])[CH:25]=2)=[C:4]([CH3:3])[C:9]=1[CH3:10].